This data is from Catalyst prediction with 721,799 reactions and 888 catalyst types from USPTO. The task is: Predict which catalyst facilitates the given reaction. (1) Reactant: [NH:1]1[CH2:6][CH2:5][CH2:4][CH2:3][CH2:2]1.I[CH2:8][CH2:9][CH2:10][CH3:11]. Product: [CH2:8]([N:1]1[CH2:6][CH2:5][CH2:4][CH2:3][CH2:2]1)[CH2:9][CH2:10][CH3:11]. The catalyst class is: 27. (2) Reactant: [NH:1]1[C:5]([C:6]2[CH:11]=[CH:10][CH:9]=[CH:8][C:7]=2B(O)O)=[N:4][N:3]=[N:2]1.[ClH:15].Br[C:17]1[CH:22]=[CH:21][C:20]([CH2:23][NH2:24])=[CH:19][CH:18]=1.[OH-].[Na+].CN(C=O)C. Product: [ClH:15].[NH:1]1[C:5]([C:6]2[CH:11]=[CH:10][CH:9]=[CH:8][C:7]=2[C:17]2[CH:22]=[CH:21][C:20]([CH2:23][NH2:24])=[CH:19][CH:18]=2)=[N:4][N:3]=[N:2]1. The catalyst class is: 103. (3) Reactant: Cl[C:2]1[CH:7]=[C:6]([OH:8])[CH:5]=[CH:4][N:3]=1.[NH:9]1[CH2:14][CH2:13][O:12][CH2:11][CH2:10]1. Product: [O:12]1[CH2:13][CH2:14][N:9]([C:2]2[CH:7]=[C:6]([OH:8])[CH:5]=[CH:4][N:3]=2)[CH2:10][CH2:11]1. The catalyst class is: 32. (4) Reactant: [CH3:1][C:2]1[CH:7]=[CH:6][CH:5]=[C:4]([CH3:8])[C:3]=1[NH:9][C:10](=[O:18])[CH2:11][N:12]1[CH2:17][CH2:16][NH:15][CH2:14][CH2:13]1.[CH3:19][O:20][C:21]1[CH:31]=[CH:30][CH:29]=[CH:28][C:22]=1[O:23][CH2:24][CH:25]1[O:27][CH2:26]1.C(OCC)(=O)C. Product: [CH3:1][C:2]1[C:3]([NH:9][C:10]([CH2:11][N:12]2[CH2:13][CH2:14][N:15]([CH2:26][CH:25]([OH:27])[CH2:24][O:23][C:22]3[CH:28]=[CH:29][CH:30]=[CH:31][C:21]=3[O:20][CH3:19])[CH2:16][CH2:17]2)=[O:18])=[C:4]([CH3:8])[CH:5]=[CH:6][CH:7]=1. The catalyst class is: 6. (5) Reactant: [CH3:1][N:2]1[C:10](=[O:11])[C:9]2[NH:8][C:7]([C:12]([OH:14])=O)=[N:6][C:5]=2[N:4]([CH3:15])[C:3]1=[O:16].CCN(C(C)C)C(C)C.CN(C(ON1N=NC2C=CC=NC1=2)=[N+](C)C)C.F[P-](F)(F)(F)(F)F.Cl.Cl.[CH:52]([N:55]1[CH2:60][CH2:59][CH:58]([NH2:61])[CH2:57][CH2:56]1)([CH3:54])[CH3:53]. Product: [CH:52]([N:55]1[CH2:60][CH2:59][CH:58]([NH:61][C:12]([C:7]2[NH:8][C:9]3[C:10](=[O:11])[N:2]([CH3:1])[C:3](=[O:16])[N:4]([CH3:15])[C:5]=3[N:6]=2)=[O:14])[CH2:57][CH2:56]1)([CH3:54])[CH3:53]. The catalyst class is: 3. (6) Reactant: C(OC(=O)[NH:7][C:8]1[CH:13]=[C:12]([CH2:14][O:15]C2CCCCO2)[C:11]([C:22]([F:25])([F:24])[F:23])=[CH:10][C:9]=1[NH:26][C:27](=[O:44])[CH2:28][C:29]([C:31]1[CH:36]=[CH:35][CH:34]=[C:33]([C:37]2[CH:42]=[CH:41][N:40]=[C:39]([CH3:43])[CH:38]=2)[CH:32]=1)=O)(C)(C)C.C(O)(C(F)(F)F)=O. Product: [OH:15][CH2:14][C:12]1[C:11]([C:22]([F:24])([F:23])[F:25])=[CH:10][C:9]2[NH:26][C:27](=[O:44])[CH2:28][C:29]([C:31]3[CH:36]=[CH:35][CH:34]=[C:33]([C:37]4[CH:42]=[CH:41][N:40]=[C:39]([CH3:43])[CH:38]=4)[CH:32]=3)=[N:7][C:8]=2[CH:13]=1. The catalyst class is: 2. (7) Reactant: [NH2:1][C:2]1[N:7]=[CH:6][CH:5]=[CH:4][N:3]=1.[C:8]([N+:12]#[C-:13])([CH3:11])([CH3:10])[CH3:9].[N:14]1[CH:19]=[CH:18][CH:17]=[C:16]([CH:20]=O)[CH:15]=1. Product: [C:8]([NH:12][C:13]1[N:3]2[CH:4]=[CH:5][CH:6]=[N:7][C:2]2=[N:1][C:20]=1[C:16]1[CH:15]=[N:14][CH:19]=[CH:18][CH:17]=1)([CH3:11])([CH3:10])[CH3:9]. The catalyst class is: 519.